Dataset: Catalyst prediction with 721,799 reactions and 888 catalyst types from USPTO. Task: Predict which catalyst facilitates the given reaction. (1) Reactant: C([N:8]1[C@@H:13]([CH3:14])[CH2:12][O:11][CH:10]([C:15]2[CH:20]=[CH:19][CH:18]=[CH:17][N+:16]=2[O-])[CH2:9]1)C1C=CC=CC=1.[H][H]. Product: [CH3:14][C@@H:13]1[NH:8][CH2:9][CH:10]([C:15]2[CH:20]=[CH:19][CH:18]=[CH:17][N:16]=2)[O:11][CH2:12]1. The catalyst class is: 29. (2) Reactant: [CH3:1][O:2][C:3]1[CH:4]=[C:5]2[C:9](=[CH:10][CH:11]=1)[NH:8][C:7]([C:12]1[CH:17]=[CH:16][CH:15]=[CH:14][CH:13]=1)=[CH:6]2.[H-].[Na+].Cl[CH2:21][C:22]1[N:27]=[C:26]([C:28]([O:30][CH3:31])=[O:29])[CH:25]=[CH:24][CH:23]=1.[Cl-].[NH4+]. Product: [CH3:1][O:2][C:3]1[CH:4]=[C:5]2[C:9](=[CH:10][CH:11]=1)[N:8]([CH2:21][C:22]1[N:27]=[C:26]([C:28]([O:30][CH3:31])=[O:29])[CH:25]=[CH:24][CH:23]=1)[C:7]([C:12]1[CH:13]=[CH:14][CH:15]=[CH:16][CH:17]=1)=[CH:6]2. The catalyst class is: 42.